The task is: Predict the reaction yield, written as a fraction of the theoretical maximum amount of product (1.0 means a 100% yield; for example, 0.34 means a 34% yield).. This data is from Reaction yield outcomes from USPTO patents with 853,638 reactions. (1) The catalyst is CC#N. The reactants are [Cl:1][C:2]1[C:7]2[CH2:8][C:9](=[O:22])[CH:10]=[CH:11][CH2:12][CH2:13][CH:14]=[CH:15][CH2:16][CH:17]([CH3:21])[O:18][C:19](=[O:20])[C:6]=2[C:5]([O:23]COCC)=[CH:4][C:3]=1[O:28]COCC.CC1(C)O[O:35]1. The product is [CH3:21][C@@H:17]1[O:18][C:19](=[O:20])[C:6]2[C:5]([OH:23])=[CH:4][C:3]([OH:28])=[C:2]([Cl:1])[C:7]=2[CH2:8][C:9](=[O:22])[CH:10]=[CH:11][CH2:12][CH2:13][C@H:14]2[O:35][C@@H:15]2[CH2:16]1. The yield is 0.790. (2) The reactants are C1C=CC(P(C2C=CC=CC=2)C2C=CC=CC=2)=CC=1.[Cl:20][C:21]1[CH:22]=[CH:23][C:24]([OH:27])=[N:25][CH:26]=1.[CH:28]1[CH:33]=[CH:32][C:31]([CH2:34]OC(/N=N/C(O[CH2:34][C:31]2[CH:32]=[CH:33][CH:28]=[CH:29][CH:30]=2)=O)=O)=[CH:30][CH:29]=1.[F:50][C:51]1[CH:56]=[C:55]([F:57])[CH:54]=[CH:53][C:52]=1[CH:58]1[CH2:62][NH:61][CH2:60][CH:59]1[CH:63](O)[CH3:64]. The catalyst is C1COCC1. The product is [CH2:34]([N:61]1[CH2:62][CH:58]([C:52]2[CH:53]=[CH:54][C:55]([F:57])=[CH:56][C:51]=2[F:50])[CH:59]([CH:63]([O:27][C:24]2[CH:23]=[CH:22][C:21]([Cl:20])=[CH:26][N:25]=2)[CH3:64])[CH2:60]1)[C:31]1[CH:32]=[CH:33][CH:28]=[CH:29][CH:30]=1. The yield is 0.730. (3) The reactants are [Cl:1][C:2]1[CH:7]=[CH:6][C:5]([N:8]2[CH2:13][CH2:12][C:11](=O)[CH2:10][CH2:9]2)=[CH:4][C:3]=1[NH:15][C@@H:16]([C:18]1[CH:23]=[CH:22][C:21]([Cl:24])=[CH:20][C:19]=1[Cl:25])[CH3:17].[C:26]([O:30][C:31]([NH:33][CH:34]1[CH2:38][CH2:37][NH:36][CH2:35]1)=[O:32])([CH3:29])([CH3:28])[CH3:27].[BH-](OC(C)=O)(OC(C)=O)OC(C)=O.[Na+]. The catalyst is ClC(Cl)C. The product is [Cl:1][C:2]1[CH:7]=[CH:6][C:5]([N:8]2[CH2:13][CH2:12][CH:11]([N:36]3[CH2:37][CH2:38][CH:34]([NH:33][C:31](=[O:32])[O:30][C:26]([CH3:28])([CH3:27])[CH3:29])[CH2:35]3)[CH2:10][CH2:9]2)=[CH:4][C:3]=1[NH:15][C@@H:16]([C:18]1[CH:23]=[CH:22][C:21]([Cl:24])=[CH:20][C:19]=1[Cl:25])[CH3:17]. The yield is 0.310.